This data is from Peptide-MHC class II binding affinity with 134,281 pairs from IEDB. The task is: Regression. Given a peptide amino acid sequence and an MHC pseudo amino acid sequence, predict their binding affinity value. This is MHC class II binding data. (1) The peptide sequence is GNEPTAAAIAYGLDR. The MHC is HLA-DQA10501-DQB10301 with pseudo-sequence HLA-DQA10501-DQB10301. The binding affinity (normalized) is 0.804. (2) The peptide sequence is FDKFLANVSTVLTGK. The MHC is DRB3_0202 with pseudo-sequence DRB3_0202. The binding affinity (normalized) is 0.916. (3) The peptide sequence is IGLVTQTINDFYFVI. The MHC is DRB5_0101 with pseudo-sequence DRB5_0101. The binding affinity (normalized) is 0.208. (4) The MHC is DRB1_0802 with pseudo-sequence DRB1_0802. The binding affinity (normalized) is 0.733. The peptide sequence is HDKFLANVSTVLTGK. (5) The peptide sequence is AEGLSGEPKGAAESS. The MHC is DRB1_1101 with pseudo-sequence DRB1_1101. The binding affinity (normalized) is 0.209. (6) The peptide sequence is GTGSLVITASMSGHI. The MHC is DRB3_0101 with pseudo-sequence DRB3_0101. The binding affinity (normalized) is 0.200. (7) The peptide sequence is EAAFTVSSKRNLADA. The MHC is HLA-DQA10104-DQB10503 with pseudo-sequence HLA-DQA10104-DQB10503. The binding affinity (normalized) is 0.196. (8) The binding affinity (normalized) is 0.208. The peptide sequence is IMRIKKLTITGKGTL. The MHC is DRB3_0202 with pseudo-sequence DRB3_0202.